From a dataset of NCI-60 drug combinations with 297,098 pairs across 59 cell lines. Regression. Given two drug SMILES strings and cell line genomic features, predict the synergy score measuring deviation from expected non-interaction effect. (1) Drug 1: CC1=C2C(C(=O)C3(C(CC4C(C3C(C(C2(C)C)(CC1OC(=O)C(C(C5=CC=CC=C5)NC(=O)C6=CC=CC=C6)O)O)OC(=O)C7=CC=CC=C7)(CO4)OC(=O)C)O)C)OC(=O)C. Drug 2: CC1C(C(CC(O1)OC2CC(CC3=C2C(=C4C(=C3O)C(=O)C5=C(C4=O)C(=CC=C5)OC)O)(C(=O)CO)O)N)O.Cl. Cell line: HS 578T. Synergy scores: CSS=33.1, Synergy_ZIP=-7.72, Synergy_Bliss=-8.52, Synergy_Loewe=-8.49, Synergy_HSA=-4.61. (2) Drug 1: CC1=C(C=C(C=C1)NC2=NC=CC(=N2)N(C)C3=CC4=NN(C(=C4C=C3)C)C)S(=O)(=O)N.Cl. Drug 2: COC1=C2C(=CC3=C1OC=C3)C=CC(=O)O2. Cell line: A549. Synergy scores: CSS=1.18, Synergy_ZIP=-0.617, Synergy_Bliss=-1.63, Synergy_Loewe=-1.88, Synergy_HSA=-1.60. (3) Drug 1: C1=C(C(=O)NC(=O)N1)F. Drug 2: C1=CN(C=N1)CC(O)(P(=O)(O)O)P(=O)(O)O. Cell line: NCI-H322M. Synergy scores: CSS=49.7, Synergy_ZIP=14.3, Synergy_Bliss=15.9, Synergy_Loewe=17.5, Synergy_HSA=19.7. (4) Drug 1: C1=NC2=C(N1)C(=S)N=C(N2)N. Drug 2: CC1CCC2CC(C(=CC=CC=CC(CC(C(=O)C(C(C(=CC(C(=O)CC(OC(=O)C3CCCCN3C(=O)C(=O)C1(O2)O)C(C)CC4CCC(C(C4)OC)O)C)C)O)OC)C)C)C)OC. Cell line: MOLT-4. Synergy scores: CSS=52.2, Synergy_ZIP=-5.30, Synergy_Bliss=-8.35, Synergy_Loewe=-3.93, Synergy_HSA=-2.65. (5) Cell line: HT29. Drug 2: C(=O)(N)NO. Synergy scores: CSS=24.7, Synergy_ZIP=-4.61, Synergy_Bliss=5.84, Synergy_Loewe=-3.25, Synergy_HSA=3.47. Drug 1: C1=CC(=CC=C1CC(C(=O)O)N)N(CCCl)CCCl.Cl. (6) Drug 1: CC1=CC2C(CCC3(C2CCC3(C(=O)C)OC(=O)C)C)C4(C1=CC(=O)CC4)C. Drug 2: C1C(C(OC1N2C=C(C(=O)NC2=O)F)CO)O. Cell line: EKVX. Synergy scores: CSS=-0.0955, Synergy_ZIP=-4.20, Synergy_Bliss=-11.2, Synergy_Loewe=-10.9, Synergy_HSA=-9.61.